Task: Regression. Given two drug SMILES strings and cell line genomic features, predict the synergy score measuring deviation from expected non-interaction effect.. Dataset: NCI-60 drug combinations with 297,098 pairs across 59 cell lines (1) Drug 1: C1=C(C(=O)NC(=O)N1)N(CCCl)CCCl. Drug 2: C1=CC=C(C=C1)NC(=O)CCCCCCC(=O)NO. Cell line: A498. Synergy scores: CSS=12.3, Synergy_ZIP=-7.96, Synergy_Bliss=1.21, Synergy_Loewe=-1.47, Synergy_HSA=1.42. (2) Cell line: SF-268. Synergy scores: CSS=17.3, Synergy_ZIP=-11.8, Synergy_Bliss=-2.55, Synergy_Loewe=-4.47, Synergy_HSA=-3.26. Drug 1: C1=C(C(=O)NC(=O)N1)F. Drug 2: CC1=C(C(=CC=C1)Cl)NC(=O)C2=CN=C(S2)NC3=CC(=NC(=N3)C)N4CCN(CC4)CCO.